This data is from Forward reaction prediction with 1.9M reactions from USPTO patents (1976-2016). The task is: Predict the product of the given reaction. (1) Given the reactants [Cl:1][C:2]1[CH:7]=[CH:6][C:5]([C:8]2[C:14]3[CH:15]=[C:16]([C:19]4[CH:24]=[CH:23][C:22]([CH:25]=O)=[CH:21][CH:20]=4)[CH:17]=[CH:18][C:13]=3[N:12]3[C:27]([CH3:30])=[N:28][N:29]=[C:11]3[C@H:10]([CH2:31][C:32]([NH:34][CH2:35][CH3:36])=[O:33])[N:9]=2)=[CH:4][CH:3]=1.Cl.[CH2:38]([NH2:40])[CH3:39].C(O[BH-](OC(=O)C)OC(=O)C)(=O)C.[Na+].C(=O)([O-])O.[Na+], predict the reaction product. The product is: [Cl:1][C:2]1[CH:7]=[CH:6][C:5]([C:8]2[C:14]3[CH:15]=[C:16]([C:19]4[CH:20]=[CH:21][C:22]([CH2:25][NH:40][CH2:38][CH3:39])=[CH:23][CH:24]=4)[CH:17]=[CH:18][C:13]=3[N:12]3[C:27]([CH3:30])=[N:28][N:29]=[C:11]3[C@H:10]([CH2:31][C:32]([NH:34][CH2:35][CH3:36])=[O:33])[N:9]=2)=[CH:4][CH:3]=1. (2) Given the reactants [Cl:1][C:2]1[C:11]([O:12][CH:13]([C:18]2([F:31])[CH2:23][CH2:22][N:21](C(OC(C)(C)C)=O)[CH2:20][CH2:19]2)[C:14]([F:17])([F:16])[F:15])=[N:10][C:9]2[C:4](=[CH:5][CH:6]=[CH:7][CH:8]=2)[N:3]=1.Cl, predict the reaction product. The product is: [ClH:1].[Cl:1][C:2]1[C:11]([O:12][CH:13]([C:18]2([F:31])[CH2:23][CH2:22][NH:21][CH2:20][CH2:19]2)[C:14]([F:15])([F:16])[F:17])=[N:10][C:9]2[C:4](=[CH:5][CH:6]=[CH:7][CH:8]=2)[N:3]=1.